The task is: Regression. Given two drug SMILES strings and cell line genomic features, predict the synergy score measuring deviation from expected non-interaction effect.. This data is from NCI-60 drug combinations with 297,098 pairs across 59 cell lines. (1) Drug 1: CC1CCC2CC(C(=CC=CC=CC(CC(C(=O)C(C(C(=CC(C(=O)CC(OC(=O)C3CCCCN3C(=O)C(=O)C1(O2)O)C(C)CC4CCC(C(C4)OC)O)C)C)O)OC)C)C)C)OC. Drug 2: CCC1(CC2CC(C3=C(CCN(C2)C1)C4=CC=CC=C4N3)(C5=C(C=C6C(=C5)C78CCN9C7C(C=CC9)(C(C(C8N6C)(C(=O)OC)O)OC(=O)C)CC)OC)C(=O)OC)O.OS(=O)(=O)O. Cell line: ACHN. Synergy scores: CSS=2.83, Synergy_ZIP=0.0697, Synergy_Bliss=-0.0950, Synergy_Loewe=1.18, Synergy_HSA=0.404. (2) Drug 1: CCCS(=O)(=O)NC1=C(C(=C(C=C1)F)C(=O)C2=CNC3=C2C=C(C=N3)C4=CC=C(C=C4)Cl)F. Drug 2: C(CN)CNCCSP(=O)(O)O. Cell line: HL-60(TB). Synergy scores: CSS=-16.5, Synergy_ZIP=2.22, Synergy_Bliss=-8.15, Synergy_Loewe=-21.0, Synergy_HSA=-19.9. (3) Drug 1: CC1=C2C(C(=O)C3(C(CC4C(C3C(C(C2(C)C)(CC1OC(=O)C(C(C5=CC=CC=C5)NC(=O)OC(C)(C)C)O)O)OC(=O)C6=CC=CC=C6)(CO4)OC(=O)C)OC)C)OC. Drug 2: C1=C(C(=O)NC(=O)N1)F. Cell line: PC-3. Synergy scores: CSS=65.9, Synergy_ZIP=13.2, Synergy_Bliss=13.0, Synergy_Loewe=16.5, Synergy_HSA=20.4. (4) Drug 1: C1=NC2=C(N1)C(=S)N=C(N2)N. Drug 2: CC1CCC2CC(C(=CC=CC=CC(CC(C(=O)C(C(C(=CC(C(=O)CC(OC(=O)C3CCCCN3C(=O)C(=O)C1(O2)O)C(C)CC4CCC(C(C4)OC)O)C)C)O)OC)C)C)C)OC. Cell line: UO-31. Synergy scores: CSS=29.0, Synergy_ZIP=-13.5, Synergy_Bliss=-12.5, Synergy_Loewe=-5.46, Synergy_HSA=-3.90. (5) Drug 1: C1=CN(C(=O)N=C1N)C2C(C(C(O2)CO)O)O.Cl. Drug 2: CC1C(C(CC(O1)OC2CC(CC3=C2C(=C4C(=C3O)C(=O)C5=C(C4=O)C(=CC=C5)OC)O)(C(=O)CO)O)N)O.Cl. Cell line: UACC-257. Synergy scores: CSS=23.0, Synergy_ZIP=-7.60, Synergy_Bliss=-2.51, Synergy_Loewe=-4.00, Synergy_HSA=0.119. (6) Drug 1: CC(CN1CC(=O)NC(=O)C1)N2CC(=O)NC(=O)C2. Drug 2: C1=CC(=CC=C1C#N)C(C2=CC=C(C=C2)C#N)N3C=NC=N3. Cell line: HCT116. Synergy scores: CSS=26.9, Synergy_ZIP=0.745, Synergy_Bliss=-0.663, Synergy_Loewe=-2.42, Synergy_HSA=-0.486. (7) Drug 1: CC1=C2C(C(=O)C3(C(CC4C(C3C(C(C2(C)C)(CC1OC(=O)C(C(C5=CC=CC=C5)NC(=O)OC(C)(C)C)O)O)OC(=O)C6=CC=CC=C6)(CO4)OC(=O)C)OC)C)OC. Drug 2: CC(CN1CC(=O)NC(=O)C1)N2CC(=O)NC(=O)C2. Cell line: NCI-H226. Synergy scores: CSS=23.2, Synergy_ZIP=-5.76, Synergy_Bliss=-6.49, Synergy_Loewe=-17.5, Synergy_HSA=-3.46. (8) Drug 1: C1=CC(=C2C(=C1NCCNCCO)C(=O)C3=C(C=CC(=C3C2=O)O)O)NCCNCCO. Drug 2: CN1C2=C(C=C(C=C2)N(CCCl)CCCl)N=C1CCCC(=O)O.Cl. Cell line: PC-3. Synergy scores: CSS=8.64, Synergy_ZIP=-6.42, Synergy_Bliss=-10.1, Synergy_Loewe=-26.7, Synergy_HSA=-8.43. (9) Drug 1: COC1=CC(=CC(=C1O)OC)C2C3C(COC3=O)C(C4=CC5=C(C=C24)OCO5)OC6C(C(C7C(O6)COC(O7)C8=CC=CS8)O)O. Drug 2: C1=CC=C(C=C1)NC(=O)CCCCCCC(=O)NO. Cell line: NCI/ADR-RES. Synergy scores: CSS=26.9, Synergy_ZIP=-0.434, Synergy_Bliss=-0.467, Synergy_Loewe=-10.7, Synergy_HSA=-0.265. (10) Drug 1: CCC1(C2=C(COC1=O)C(=O)N3CC4=CC5=C(C=CC(=C5CN(C)C)O)N=C4C3=C2)O.Cl. Drug 2: CC12CCC3C(C1CCC2OP(=O)(O)O)CCC4=C3C=CC(=C4)OC(=O)N(CCCl)CCCl.[Na+]. Cell line: RPMI-8226. Synergy scores: CSS=41.9, Synergy_ZIP=-2.44, Synergy_Bliss=-4.89, Synergy_Loewe=-60.1, Synergy_HSA=-4.66.